This data is from Forward reaction prediction with 1.9M reactions from USPTO patents (1976-2016). The task is: Predict the product of the given reaction. Given the reactants [C:1]([C:3]1[CH:8]=[CH:7][C:6]([CH2:9][CH2:10][CH2:11][CH2:12][CH2:13][CH2:14][CH2:15][CH3:16])=[CH:5][CH:4]=1)#[CH:2].C1CCCCC1.[CH3:23][C:24]1([CH3:31])[O:29][CH2:28][C:27](=[O:30])[CH2:26][O:25]1, predict the reaction product. The product is: [CH3:23][C:24]1([CH3:31])[O:29][CH2:28][C:27]([C:2]#[C:1][C:3]2[CH:8]=[CH:7][C:6]([CH2:9][CH2:10][CH2:11][CH2:12][CH2:13][CH2:14][CH2:15][CH3:16])=[CH:5][CH:4]=2)([OH:30])[CH2:26][O:25]1.